This data is from Full USPTO retrosynthesis dataset with 1.9M reactions from patents (1976-2016). The task is: Predict the reactants needed to synthesize the given product. (1) Given the product [O:1]1[C:5]2([CH2:10][CH2:9][CH:8]([NH2:11])[CH2:7][CH2:6]2)[O:4][CH2:3][CH2:2]1, predict the reactants needed to synthesize it. The reactants are: [O:1]1[C:5]2([CH2:10][CH2:9][CH:8]([NH:11]CCC)[CH2:7][CH2:6]2)[O:4][CH2:3][CH2:2]1.N. (2) Given the product [Br:1][C:2]1[C:3](/[CH:16]=[C:17](\[CH3:23])/[C:18]([OH:20])=[O:19])=[C:4]([O:14][CH3:15])[C:5]2[C:10]([C:11]=1[O:12][CH3:13])=[CH:9][CH:8]=[CH:7][CH:6]=2, predict the reactants needed to synthesize it. The reactants are: [Br:1][C:2]1[C:3](/[CH:16]=[C:17](\[CH3:23])/[C:18]([O:20]CC)=[O:19])=[C:4]([O:14][CH3:15])[C:5]2[C:10]([C:11]=1[O:12][CH3:13])=[CH:9][CH:8]=[CH:7][CH:6]=2.COC1C2C(=CC=CC=2)C(OC)=CC=1/C=C(\C)/C(O)=O. (3) Given the product [NH:10]1[CH2:9][CH2:8][CH:7]([O:6][CH2:5][CH2:4][C:3]([O:2][CH3:1])=[O:23])[CH2:12][CH2:11]1, predict the reactants needed to synthesize it. The reactants are: [CH3:1][O:2][C:3](=[O:23])[CH2:4][CH2:5][O:6][CH:7]1[CH2:12][CH2:11][N:10](C(OCC2C=CC=CC=2)=O)[CH2:9][CH2:8]1. (4) Given the product [Cl:1][C:2]1[N:7]=[C:6]([N:12]2[CH2:11][CH:10]3[O:17][CH:14]([CH2:15][CH2:16]3)[CH2:13]2)[CH:5]=[CH:4][N:3]=1.[Cl:8][C:6]1[CH:5]=[CH:4][N:3]=[C:2]([N:12]2[CH2:11][CH:10]3[O:17][CH:14]([CH2:15][CH2:16]3)[CH2:13]2)[N:7]=1, predict the reactants needed to synthesize it. The reactants are: [Cl:1][C:2]1[N:7]=[C:6]([Cl:8])[CH:5]=[CH:4][N:3]=1.Cl.[CH:10]12[O:17][CH:14]([CH2:15][CH2:16]1)[CH2:13][NH:12][CH2:11]2.CCN(CC)CC. (5) Given the product [F:24][C:25]1[CH:32]=[CH:31][C:28]([CH2:29][NH:30][C:8]([C:6]2[C:5](=[O:13])[C:4]3[CH:14]=[C:15]([CH2:17][N:18]4[CH2:19][CH2:20][O:21][CH2:22][CH2:23]4)[S:16][C:3]=3[N:2]([CH3:1])[CH:7]=2)=[O:9])=[CH:27][CH:26]=1, predict the reactants needed to synthesize it. The reactants are: [CH3:1][N:2]1[CH:7]=[C:6]([C:8](OCC)=[O:9])[C:5](=[O:13])[C:4]2[CH:14]=[C:15]([CH2:17][N:18]3[CH2:23][CH2:22][O:21][CH2:20][CH2:19]3)[S:16][C:3]1=2.[F:24][C:25]1[CH:32]=[CH:31][C:28]([CH2:29][NH2:30])=[CH:27][CH:26]=1.